From a dataset of Catalyst prediction with 721,799 reactions and 888 catalyst types from USPTO. Predict which catalyst facilitates the given reaction. (1) Reactant: [Br:1][C:2]1[CH:3]=[C:4]([O:16][CH3:17])[C:5]2[N:6]([N:8]=[CH:9][C:10]=2C(OCC)=O)[CH:7]=1.Br.[OH-].[Na+]. Product: [Br:1][C:2]1[CH:3]=[C:4]([O:16][CH3:17])[C:5]2[N:6]([N:8]=[CH:9][CH:10]=2)[CH:7]=1. The catalyst class is: 13. (2) Reactant: [H-].[Na+].[Br:3][C:4]1[CH:10]=[C:9]([F:11])[C:7]([NH2:8])=[C:6]([F:12])[CH:5]=1.Cl[C:14]1[C:23]2[C:18](=[CH:19][C:20]([O:26][CH2:27][CH:28]3[CH2:33][CH2:32][N:31]([CH3:34])[CH2:30][CH2:29]3)=[C:21]([O:24][CH3:25])[CH:22]=2)[N:17]=[CH:16][N:15]=1. Product: [Br:3][C:4]1[CH:10]=[C:9]([F:11])[C:7]([NH:8][C:14]2[C:23]3[C:18](=[CH:19][C:20]([O:26][CH2:27][CH:28]4[CH2:33][CH2:32][N:31]([CH3:34])[CH2:30][CH2:29]4)=[C:21]([O:24][CH3:25])[CH:22]=3)[N:17]=[CH:16][N:15]=2)=[C:6]([F:12])[CH:5]=1. The catalyst class is: 3.